This data is from Full USPTO retrosynthesis dataset with 1.9M reactions from patents (1976-2016). The task is: Predict the reactants needed to synthesize the given product. (1) Given the product [CH2:23]([O:22][C:20]([C@H:18]1[CH2:19][N:15]([CH3:14])[C:16](=[O:30])[N:17]1[C:2]1[CH:9]=[CH:8][C:5]([C:6]#[N:7])=[C:4]([C:10]([F:13])([F:12])[F:11])[CH:3]=1)=[O:21])[C:24]1[CH:25]=[CH:26][CH:27]=[CH:28][CH:29]=1, predict the reactants needed to synthesize it. The reactants are: Br[C:2]1[CH:9]=[CH:8][C:5]([C:6]#[N:7])=[C:4]([C:10]([F:13])([F:12])[F:11])[CH:3]=1.[CH3:14][N:15]1[CH2:19][C@H:18]([C:20]([O:22][CH2:23][C:24]2[CH:29]=[CH:28][CH:27]=[CH:26][CH:25]=2)=[O:21])[NH:17][C:16]1=[O:30].C([O-])([O-])=O.[Cs+].[Cs+].CC1(C)C2C(=C(P(C3C=CC=CC=3)C3C=CC=CC=3)C=CC=2)OC2C(P(C3C=CC=CC=3)C3C=CC=CC=3)=CC=CC1=2. (2) Given the product [CH2:1]([O:3][C:4](=[O:13])[C:5]1[CH:10]=[CH:9][C:8]([O:20][C:14]2[CH:19]=[CH:18][CH:17]=[CH:16][CH:15]=2)=[CH:7][C:6]=1[CH3:12])[CH3:2], predict the reactants needed to synthesize it. The reactants are: [CH2:1]([O:3][C:4](=[O:13])[C:5]1[CH:10]=[CH:9][C:8](Br)=[CH:7][C:6]=1[CH3:12])[CH3:2].[C:14]1([OH:20])[CH:19]=[CH:18][CH:17]=[CH:16][CH:15]=1.C([O-])([O-])=O.[Cs+].[Cs+].C(OCC)(=O)C.